This data is from Full USPTO retrosynthesis dataset with 1.9M reactions from patents (1976-2016). The task is: Predict the reactants needed to synthesize the given product. (1) Given the product [C:23]([O:22][C:20]([N:8]1[C:9]2[C:5](=[C:4]([CH:27]([O:30][CH3:31])[O:28][CH3:29])[CH:3]=[CH:11][CH:10]=2)[CH:6]=[CH:7]1)=[O:21])([CH3:24])([CH3:25])[CH3:26], predict the reactants needed to synthesize it. The reactants are: C([C:3]1[CH:4]=[C:5]2[C:9](=[CH:10][CH:11]=1)[NH:8][CH:7]=[CH:6]2)=O.[C:23]([O:22][C:20](O[C:20]([O:22][C:23]([CH3:26])([CH3:25])[CH3:24])=[O:21])=[O:21])([CH3:26])([CH3:25])[CH3:24].[CH:27](OC)([O:30][CH3:31])[O:28][CH3:29]. (2) Given the product [CH:24]1([C:22]2[N:13]3[C:14]([C:15](=[O:17])[NH:16][C:11]([C:1]4[C:10]5[C:5](=[CH:6][CH:7]=[CH:8][CH:9]=5)[CH:4]=[CH:3][N:2]=4)=[N:12]3)=[C:18]([CH2:19][CH3:20])[N:21]=2)[CH2:28][CH2:27][CH2:26][CH2:25]1, predict the reactants needed to synthesize it. The reactants are: [C:1]1([C:11]2[NH:16][C:15](=[O:17])[C:14]([CH:18]([NH:21][C:22]([CH:24]3[CH2:28][CH2:27][CH2:26][CH2:25]3)=O)[CH2:19][CH3:20])=[N:13][N:12]=2)[C:10]2[C:5](=[CH:6][CH:7]=[CH:8][CH:9]=2)[CH:4]=[CH:3][N:2]=1.P(Cl)(Cl)(Cl)=O. (3) The reactants are: [CH:1]1[C:14]2[C:5](=[CH:6][C:7]3[C:12]([C:13]=2[C:15]([N:17]2[CH2:22][CH2:21][CH:20]([N:23]4[CH2:39][CH2:38][CH2:37][C:25]5([C:29](=[O:30])[N:28]([CH2:31][C:32]([O:34]C)=[O:33])[CH:27]([CH3:36])[CH2:26]5)[CH2:24]4)[CH2:19][CH2:18]2)=[O:16])=[CH:11][CH:10]=[CH:9][CH:8]=3)[CH:4]=[CH:3][CH:2]=1.[OH-].[Na+].Cl. Given the product [CH:1]1[C:14]2[C:5](=[CH:6][C:7]3[C:12]([C:13]=2[C:15]([N:17]2[CH2:18][CH2:19][CH:20]([N:23]4[CH2:39][CH2:38][CH2:37][C:25]5([C:29](=[O:30])[N:28]([CH2:31][C:32]([OH:34])=[O:33])[CH:27]([CH3:36])[CH2:26]5)[CH2:24]4)[CH2:21][CH2:22]2)=[O:16])=[CH:11][CH:10]=[CH:9][CH:8]=3)[CH:4]=[CH:3][CH:2]=1, predict the reactants needed to synthesize it. (4) Given the product [C:15]([O:14][C:12]([NH:11][CH2:10][CH2:9][CH2:8][C@H:3]([NH:2][C:31]([C:29]1[O:30][C:26]([CH:25]([C:19]2[CH:24]=[CH:23][CH:22]=[CH:21][CH:20]=2)[C:34]2[CH:39]=[CH:38][CH:37]=[CH:36][CH:35]=2)=[CH:27][CH:28]=1)=[O:32])[C:4]([O:6][CH3:7])=[O:5])=[O:13])([CH3:18])([CH3:17])[CH3:16], predict the reactants needed to synthesize it. The reactants are: Cl.[NH2:2][C@@H:3]([CH2:8][CH2:9][CH2:10][NH:11][C:12]([O:14][C:15]([CH3:18])([CH3:17])[CH3:16])=[O:13])[C:4]([O:6][CH3:7])=[O:5].[C:19]1([CH:25]([C:34]2[CH:39]=[CH:38][CH:37]=[CH:36][CH:35]=2)[C:26]2[O:30][C:29]([C:31](O)=[O:32])=[CH:28][CH:27]=2)[CH:24]=[CH:23][CH:22]=[CH:21][CH:20]=1.C(N(C(C)C)CC)(C)C.CN(C(ON1N=NC2C=CC=CC1=2)=[N+](C)C)C.F[P-](F)(F)(F)(F)F. (5) Given the product [CH3:14][O:13][C:5]1[CH:4]=[C:3]([NH:1][NH:2][C:20]([O:19][C:16]([CH3:18])([CH3:17])[CH3:15])=[O:21])[CH:12]=[CH:11][C:6]=1[C:7]([O:9][CH3:10])=[O:8], predict the reactants needed to synthesize it. The reactants are: [NH:1]([C:3]1[CH:12]=[CH:11][C:6]([C:7]([O:9][CH3:10])=[O:8])=[C:5]([O:13][CH3:14])[CH:4]=1)[NH2:2].[CH3:15][C:16]([O:19][C:20](O[C:20]([O:19][C:16]([CH3:18])([CH3:17])[CH3:15])=[O:21])=[O:21])([CH3:18])[CH3:17]. (6) The reactants are: [N+:1]([C:4]1[CH:5]=[CH:6][C:7]([C:10]2[CH:15]=[CH:14][N:13]=[CH:12][CH:11]=2)=[N:8][CH:9]=1)([O-])=O.NN. Given the product [NH2:1][C:4]1[CH:5]=[CH:6][C:7]([C:10]2[CH:15]=[CH:14][N:13]=[CH:12][CH:11]=2)=[N:8][CH:9]=1, predict the reactants needed to synthesize it. (7) Given the product [CH3:1][C:2]1[C:7]([O:8][CH3:9])=[C:6]([CH2:10]/[CH:11]=[C:12](/[CH2:14][CH2:15][C:16]([O:18][CH2:19][CH2:20][N:21]2[CH2:22][CH2:23][O:24][CH2:25][CH2:26]2)=[O:17])\[CH3:13])[C:5]([OH:27])=[C:4]2[C:28]([O:30][CH2:31][C:3]=12)=[O:29].[ClH:38], predict the reactants needed to synthesize it. The reactants are: [CH3:1][C:2]1[C:7]([O:8][CH3:9])=[C:6]([CH2:10]/[CH:11]=[C:12](/[CH2:14][CH2:15][C:16]([O:18][CH2:19][CH2:20][N:21]2[CH2:26][CH2:25][O:24][CH2:23][CH2:22]2)=[O:17])\[CH3:13])[C:5]([OH:27])=[C:4]2[C:28]([O:30][CH2:31][C:3]=12)=[O:29].C(O)(=O)C.C[Si](C)(C)[Cl:38]. (8) Given the product [F:1][C:2]1[CH:10]=[CH:9][C:5]([C:6]([NH2:19])=[O:7])=[CH:4][CH:3]=1, predict the reactants needed to synthesize it. The reactants are: [F:1][C:2]1[CH:10]=[CH:9][C:5]([C:6](O)=[O:7])=[CH:4][CH:3]=1.C(Cl)CCl.C1C=[N:19]C2N(O)N=NC=2C=1.[OH-].[NH4+].